This data is from Catalyst prediction with 721,799 reactions and 888 catalyst types from USPTO. The task is: Predict which catalyst facilitates the given reaction. (1) The catalyst class is: 6. Product: [Cl:25][CH2:14][C:13]1[C:8]([C:5]2[CH:6]=[CH:7][C:2]([F:1])=[CH:3][CH:4]=2)=[N:9][C:10]([N:19]([CH3:24])[S:20]([CH3:23])(=[O:22])=[O:21])=[N:11][C:12]=1[CH:16]([CH3:18])[CH3:17]. Reactant: [F:1][C:2]1[CH:7]=[CH:6][C:5]([C:8]2[C:13]([CH2:14]O)=[C:12]([CH:16]([CH3:18])[CH3:17])[N:11]=[C:10]([N:19]([CH3:24])[S:20]([CH3:23])(=[O:22])=[O:21])[N:9]=2)=[CH:4][CH:3]=1.[Cl:25]CCl.C(N(CC)CC)C.CS(Cl)(=O)=O. (2) Reactant: [NH2:1][C:2]1[N:25]=[CH:24][CH:23]=[CH:22][C:3]=1[C:4]([NH:6][CH2:7][C:8]1[CH:13]=[CH:12][C:11]([O:14][CH2:15][C:16]2[CH:21]=[CH:20][CH:19]=[CH:18][CH:17]=2)=[CH:10][CH:9]=1)=O.COC1C=CC(P2(=S)SP(=S)(C3C=CC(OC)=CC=3)[S:35]2)=CC=1. Product: [NH2:1][C:2]1[N:25]=[CH:24][CH:23]=[CH:22][C:3]=1[C:4]([NH:6][CH2:7][C:8]1[CH:13]=[CH:12][C:11]([O:14][CH2:15][C:16]2[CH:21]=[CH:20][CH:19]=[CH:18][CH:17]=2)=[CH:10][CH:9]=1)=[S:35]. The catalyst class is: 11.